This data is from Full USPTO retrosynthesis dataset with 1.9M reactions from patents (1976-2016). The task is: Predict the reactants needed to synthesize the given product. (1) Given the product [C:11]([CH2:10][C@@H:9]([CH2:14][CH:15]([CH3:17])[CH3:16])[CH2:8][C:6]([O:5][CH3:4])=[O:7])(=[O:12])[NH2:26], predict the reactants needed to synthesize it. The reactants are: C(Cl)Cl.[CH3:4][O:5][C:6]([CH2:8][C@@H:9]([CH2:14][CH:15]([CH3:17])[CH3:16])[CH2:10][C:11](O)=[O:12])=[O:7].ClC(OCC)=O.C([N:26](CC)CC)C. (2) Given the product [CH2:1]([NH:8][C:9]1[C:10]([CH3:19])=[C:11]([Cl:18])[N:12]=[CH:13][C:14]=1[C:15]([N:30]1[CH2:29][CH:28]([C:25]2[CH:26]=[CH:27][C:22]([F:21])=[CH:23][CH:24]=2)[CH2:31]1)=[O:17])[C:2]1[CH:3]=[CH:4][CH:5]=[CH:6][CH:7]=1, predict the reactants needed to synthesize it. The reactants are: [CH2:1]([NH:8][C:9]1[C:14]([C:15]([OH:17])=O)=[CH:13][N:12]=[C:11]([Cl:18])[C:10]=1[CH3:19])[C:2]1[CH:7]=[CH:6][CH:5]=[CH:4][CH:3]=1.Cl.[F:21][C:22]1[CH:27]=[CH:26][C:25]([CH:28]2[CH2:31][NH:30][CH2:29]2)=[CH:24][CH:23]=1. (3) Given the product [Cl:1][C:2]1[CH:7]=[CH:6][C:5]([O:8][C:25]2[CH:26]=[C:27]([S:31]([CH2:34][CH2:35][CH2:36][OH:37])(=[O:33])=[O:32])[CH:28]=[CH:29][CH:30]=2)=[CH:4][C:3]=1[C:9]1[C:18]2[C:13](=[C:14]([C:19]([F:20])([F:22])[F:21])[CH:15]=[CH:16][CH:17]=2)[N:12]=[C:11]([CH3:23])[N:10]=1, predict the reactants needed to synthesize it. The reactants are: [Cl:1][C:2]1[CH:7]=[CH:6][C:5]([OH:8])=[CH:4][C:3]=1[C:9]1[C:18]2[C:13](=[C:14]([C:19]([F:22])([F:21])[F:20])[CH:15]=[CH:16][CH:17]=2)[N:12]=[C:11]([CH3:23])[N:10]=1.Br[C:25]1[CH:26]=[C:27]([S:31]([CH2:34][CH2:35][CH2:36][OH:37])(=[O:33])=[O:32])[CH:28]=[CH:29][CH:30]=1.C(=O)([O-])[O-].[Cs+].[Cs+].Cl.CN(C)CC(O)=O. (4) Given the product [OH:6][C@@H:5]([CH2:4][OH:3])[CH2:7][N:8]1[CH2:17][CH2:16][C:15]2[C:14]([N:18]3[CH2:23][CH2:22][O:21][CH2:20][C@@H:19]3[CH3:24])=[N:13][C:12]([C:25]3[CH:30]=[CH:29][C:28]([NH:31][C:32]([NH:34][CH2:35][CH3:36])=[O:33])=[CH:27][CH:26]=3)=[N:11][C:10]=2[CH2:9]1, predict the reactants needed to synthesize it. The reactants are: CC1(C)[O:6][C@H:5]([CH2:7][N:8]2[CH2:17][CH2:16][C:15]3[C:14]([N:18]4[CH2:23][CH2:22][O:21][CH2:20][C@@H:19]4[CH3:24])=[N:13][C:12]([C:25]4[CH:30]=[CH:29][C:28]([NH:31][C:32]([NH:34][CH2:35][CH3:36])=[O:33])=[CH:27][CH:26]=4)=[N:11][C:10]=3[CH2:9]2)[CH2:4][O:3]1.Cl.